This data is from Catalyst prediction with 721,799 reactions and 888 catalyst types from USPTO. The task is: Predict which catalyst facilitates the given reaction. Reactant: [NH2:1][C:2]1[C:7]([S:8]([N:11]([CH3:13])[CH3:12])(=[O:10])=[O:9])=[CH:6][C:5](Br)=[CH:4][N:3]=1.[CH3:15][C:16]1([CH3:32])[C:20]([CH3:22])([CH3:21])[O:19][B:18]([B:18]2[O:19][C:20]([CH3:22])([CH3:21])[C:16]([CH3:32])([CH3:15])[O:17]2)[O:17]1.C([O-])(=O)C.[K+]. Product: [NH2:1][C:2]1[C:7]([S:8]([N:11]([CH3:13])[CH3:12])(=[O:10])=[O:9])=[CH:6][C:5]([B:18]2[O:19][C:20]([CH3:22])([CH3:21])[C:16]([CH3:32])([CH3:15])[O:17]2)=[CH:4][N:3]=1. The catalyst class is: 12.